This data is from Catalyst prediction with 721,799 reactions and 888 catalyst types from USPTO. The task is: Predict which catalyst facilitates the given reaction. (1) Reactant: Cl.[NH2:2][C:3](=[NH:18])[N:4]1[CH2:9][CH2:8][CH:7]([NH:10][C:11](=[O:17])[O:12][C:13]([CH3:16])([CH3:15])[CH3:14])[CH2:6][CH2:5]1.[Cl:19][C:20]([SH:23])(Cl)Cl.[OH-].[Na+]. Product: [Cl:19][C:20]1[S:23][N:2]=[C:3]([N:4]2[CH2:5][CH2:6][CH:7]([NH:10][C:11](=[O:17])[O:12][C:13]([CH3:15])([CH3:14])[CH3:16])[CH2:8][CH2:9]2)[N:18]=1. The catalyst class is: 46. (2) Reactant: [N-:1]=[N+:2]=[N-:3].[Na+].O.[F:6][C:7]([F:20])([F:19])[S:8](O[S:8]([C:7]([F:20])([F:19])[F:6])(=[O:10])=[O:9])(=[O:10])=[O:9].C(=O)([O-])O.[Na+]. Product: [F:6][C:7]([F:20])([F:19])[S:8]([N:1]=[N+:2]=[N-:3])(=[O:10])=[O:9]. The catalyst class is: 11. (3) Reactant: [F:1][C:2]1[C:3]([NH:28][CH:29]([C:36]2([CH3:42])[CH2:41][CH2:40][CH2:39][CH2:38][CH2:37]2)[CH2:30][C:31]([O:33][CH2:34][CH3:35])=[O:32])=[N:4][C:5]([C:8]2[C:16]3[C:11](=[N:12][CH:13]=[C:14]([F:17])[CH:15]=3)[N:10](S(C3C=CC(C)=CC=3)(=O)=O)[CH:9]=2)=[N:6][CH:7]=1.Cl. Product: [F:1][C:2]1[C:3]([NH:28][CH:29]([C:36]2([CH3:42])[CH2:41][CH2:40][CH2:39][CH2:38][CH2:37]2)[CH2:30][C:31]([O:33][CH2:34][CH3:35])=[O:32])=[N:4][C:5]([C:8]2[C:16]3[C:11](=[N:12][CH:13]=[C:14]([F:17])[CH:15]=3)[NH:10][CH:9]=2)=[N:6][CH:7]=1. The catalyst class is: 23. (4) Reactant: [C:1]([C:5]1[CH:6]=[C:7]([NH2:15])[C:8]([NH2:14])=[CH:9][C:10]=1[S:11][C:12]#[N:13])([CH3:4])([CH3:3])[CH3:2].[C:16](O[C:16]([O:18][C:19]([CH3:22])([CH3:21])[CH3:20])=[O:17])([O:18][C:19]([CH3:22])([CH3:21])[CH3:20])=[O:17]. Product: [C:19]([O:18][C:16](=[O:17])[NH:14][C:8]1[CH:9]=[C:10]([S:11][C:12]#[N:13])[C:5]([C:1]([CH3:4])([CH3:2])[CH3:3])=[CH:6][C:7]=1[NH:15][C:16]([O:18][C:19]([CH3:22])([CH3:21])[CH3:20])=[O:17])([CH3:22])([CH3:21])[CH3:20]. The catalyst class is: 25. (5) Reactant: Cl.[CH:2]1([C@@H:5]([NH2:10])[C:6]([F:9])([F:8])[F:7])[CH2:4][CH2:3]1.Br[CH2:12][C:13]1[CH:18]=[CH:17][C:16]([F:19])=[CH:15][CH:14]=1.C([O-])([O-])=O.[K+].[K+]. Product: [CH:2]1([C@@H:5]([NH:10][CH2:12][C:13]2[CH:18]=[CH:17][C:16]([F:19])=[CH:15][CH:14]=2)[C:6]([F:9])([F:8])[F:7])[CH2:4][CH2:3]1. The catalyst class is: 3. (6) Reactant: Br[CH:2]([CH2:8]Br)[C:3]([O:5][CH2:6][CH3:7])=[O:4].C(=O)([O-])[O-].[K+].[K+].[C:16]1([C:18](=[CH:20][CH:21]=[CH:22][CH:23]=1)[OH:19])[OH:17]. Product: [O:17]1[C:16]2[CH:23]=[CH:22][CH:21]=[CH:20][C:18]=2[O:19][CH2:8][CH:2]1[C:3]([O:5][CH2:6][CH3:7])=[O:4]. The catalyst class is: 21. (7) Reactant: [CH2:1]([S:8][C:9]1[C:14]([C:15]2[O:16][C:17]([CH3:20])=[N:18][N:19]=2)=[CH:13][C:12]([N+:21]([O-])=O)=[CH:11][N:10]=1)[C:2]1[CH:7]=[CH:6][CH:5]=[CH:4][CH:3]=1.C(O)(=O)C. Product: [CH2:1]([S:8][C:9]1[N:10]=[CH:11][C:12]([NH2:21])=[CH:13][C:14]=1[C:15]1[O:16][C:17]([CH3:20])=[N:18][N:19]=1)[C:2]1[CH:3]=[CH:4][CH:5]=[CH:6][CH:7]=1. The catalyst class is: 186. (8) Reactant: [Cl:1][C:2]1[CH:3]=[C:4]([C:9]2([C:22]([F:25])([F:24])[F:23])[O:13][N:12]=[C:11]([C:14]3[CH:15]=[CH:16][C:17]([CH3:21])=[C:18]([CH:20]=3)[NH2:19])[CH2:10]2)[CH:5]=[C:6]([Cl:8])[CH:7]=1.[C:26](O)(=[O:35])[C:27]1[CH:32]=[CH:31][C:30]([O:33][CH3:34])=[CH:29][CH:28]=1.Cl.C(N(CC)CCCN=C=NCC)C.C(=O)([O-])O.[Na+]. Product: [Cl:1][C:2]1[CH:3]=[C:4]([C:9]2([C:22]([F:23])([F:25])[F:24])[O:13][N:12]=[C:11]([C:14]3[CH:15]=[CH:16][C:17]([CH3:21])=[C:18]([NH:19][C:26](=[O:35])[C:27]4[CH:32]=[CH:31][C:30]([O:33][CH3:34])=[CH:29][CH:28]=4)[CH:20]=3)[CH2:10]2)[CH:5]=[C:6]([Cl:8])[CH:7]=1. The catalyst class is: 9.